Task: Predict the product of the given reaction.. Dataset: Forward reaction prediction with 1.9M reactions from USPTO patents (1976-2016) (1) Given the reactants [C:1]([N:8]1[CH2:13][CH2:12][NH:11][CH2:10][CH2:9]1)([O:3][C:4]([CH3:7])([CH3:6])[CH3:5])=[O:2].[CH:14]1([CH:19]=O)[CH2:18][CH2:17][CH2:16][CH2:15]1, predict the reaction product. The product is: [C:4]([O:3][C:1]([N:8]1[CH2:9][CH2:10][N:11]([CH2:19][CH:14]2[CH2:18][CH2:17][CH2:16][CH2:15]2)[CH2:12][CH2:13]1)=[O:2])([CH3:7])([CH3:6])[CH3:5]. (2) Given the reactants [NH2:1][C:2]1[CH:7]=[CH:6][C:5]([NH:8][C:9]([CH:11]2[NH:15][CH:14]([CH2:16][C:17]([CH3:20])([CH3:19])[CH3:18])[C:13]3([C:28]4[C:23](=[CH:24][C:25]([Cl:29])=[CH:26][CH:27]=4)[NH:22][C:21]3=[O:30])[CH:12]2[C:31]2[CH:36]=[CH:35][CH:34]=[C:33]([Cl:37])[C:32]=2[F:38])=[O:10])=[C:4]([O:39][CH3:40])[CH:3]=1.C(N(CC)CC)C.[C:48](Cl)(=[O:50])[CH3:49], predict the reaction product. The product is: [C:48]([NH:1][C:2]1[CH:7]=[CH:6][C:5]([NH:8][C:9]([CH:11]2[NH:15][CH:14]([CH2:16][C:17]([CH3:20])([CH3:19])[CH3:18])[C:13]3([C:28]4[C:23](=[CH:24][C:25]([Cl:29])=[CH:26][CH:27]=4)[NH:22][C:21]3=[O:30])[CH:12]2[C:31]2[CH:36]=[CH:35][CH:34]=[C:33]([Cl:37])[C:32]=2[F:38])=[O:10])=[C:4]([O:39][CH3:40])[CH:3]=1)(=[O:50])[CH3:49].